Dataset: Forward reaction prediction with 1.9M reactions from USPTO patents (1976-2016). Task: Predict the product of the given reaction. The product is: [CH2:1]([O:8][C:9]1[CH:10]=[CH:11][C:12]([N:15]([C:39]2[CH:44]=[CH:43][CH:42]=[CH:41][CH:40]=2)[C:16]([C:18]2[C:26]3[C:21](=[CH:22][CH:23]=[CH:24][CH:25]=3)[N:20]([C:27]3[C:28]([C:29]([O:31][CH3:32])=[O:30])=[CH:33][C:34]4[O:38][C:46]([F:48])([F:47])[O:37][C:35]=4[CH:36]=3)[CH:19]=2)=[O:17])=[CH:13][CH:14]=1)[C:2]1[CH:7]=[CH:6][CH:5]=[CH:4][CH:3]=1. Given the reactants [CH2:1]([O:8][C:9]1[CH:14]=[CH:13][C:12]([N:15]([C:39]2[CH:44]=[CH:43][CH:42]=[CH:41][CH:40]=2)[C:16]([C:18]2[C:26]3[C:21](=[CH:22][CH:23]=[CH:24][CH:25]=3)[N:20]([C:27]3[CH:36]=[C:35]([OH:37])[C:34]([OH:38])=[CH:33][C:28]=3[C:29]([O:31][CH3:32])=[O:30])[CH:19]=2)=[O:17])=[CH:11][CH:10]=1)[C:2]1[CH:7]=[CH:6][CH:5]=[CH:4][CH:3]=1.Br[C:46](Br)([F:48])[F:47].C(=O)([O-])[O-].[Cs+].[Cs+].C(OCC)(=O)C, predict the reaction product.